From a dataset of Full USPTO retrosynthesis dataset with 1.9M reactions from patents (1976-2016). Predict the reactants needed to synthesize the given product. (1) The reactants are: [NH2:1][C:2]1[CH:7]=[CH:6][C:5]([Br:8])=[CH:4][N:3]=1.C1CCN2C(=NCCC2)CC1.[CH:20]([N:23]=[C:24]=[O:25])([CH3:22])[CH3:21]. Given the product [Br:8][C:5]1[CH:6]=[CH:7][C:2]([NH:1][C:24]([NH:23][CH:20]([CH3:22])[CH3:21])=[O:25])=[N:3][CH:4]=1, predict the reactants needed to synthesize it. (2) Given the product [Cl:1][C:2]1[CH:3]=[N:4][C:5]([N:11]2[CH2:12][CH:13]([N:15]([C:17]3[CH:22]=[CH:21][C:20]([F:23])=[CH:19][C:18]=3[CH3:24])[CH3:16])[CH2:14]2)=[C:6]([CH:10]=1)[C:7]([NH:26][C:27]1([C:30]2[CH:39]=[CH:38][C:33]([C:34]([O:36][CH3:37])=[O:35])=[CH:32][CH:31]=2)[CH2:29][CH2:28]1)=[O:8], predict the reactants needed to synthesize it. The reactants are: [Cl:1][C:2]1[CH:3]=[N:4][C:5]([N:11]2[CH2:14][CH:13]([N:15]([C:17]3[CH:22]=[CH:21][C:20]([F:23])=[CH:19][C:18]=3[CH3:24])[CH3:16])[CH2:12]2)=[C:6]([CH:10]=1)[C:7](O)=[O:8].Cl.[NH2:26][C:27]1([C:30]2[CH:39]=[CH:38][C:33]([C:34]([O:36][CH3:37])=[O:35])=[CH:32][CH:31]=2)[CH2:29][CH2:28]1. (3) The reactants are: [CH3:1][O:2][C:3](=[O:17])[CH:4]([C:8]1[C:13]([F:14])=[CH:12][CH:11]=[C:10]([Cl:15])[C:9]=1[F:16])[CH2:5][C:6]#[N:7].Cl. Given the product [ClH:15].[CH3:1][O:2][C:3](=[O:17])[CH:4]([C:8]1[C:13]([F:14])=[CH:12][CH:11]=[C:10]([Cl:15])[C:9]=1[F:16])[CH2:5][CH2:6][NH2:7], predict the reactants needed to synthesize it. (4) Given the product [CH3:7][O:8][C:9]1[CH:16]=[CH:15][C:12](/[CH:13]=[CH:20]/[C:21]([NH:23][C:24]2[CH:32]=[CH:31][CH:30]=[CH:29][C:25]=2[C:26]([OH:28])=[O:27])=[O:22])=[CH:11][CH:10]=1, predict the reactants needed to synthesize it. The reactants are: N1CCCCC1.[CH3:7][O:8][C:9]1[CH:16]=[CH:15][C:12]([CH:13]=O)=[CH:11][CH:10]=1.C([CH2:20][C:21]([NH:23][C:24]1[CH:32]=[CH:31][CH:30]=[CH:29][C:25]=1[C:26]([OH:28])=[O:27])=[O:22])(O)=O.Cl. (5) Given the product [Cl:22][C:23]1[CH:24]=[C:25]([CH:39]=[CH:40][C:41]=1[Cl:42])[O:26][C:27]1[C:28](=[O:29])[NH:16][C:14]([S:13][CH3:12])=[N:15][C:33]=1[C:34]([F:36])([F:37])[F:35], predict the reactants needed to synthesize it. The reactants are: C(=O)([O-])[O-].[K+].[K+].S(O)(O)(=O)=O.[CH3:12][S:13][C:14](=[NH:16])[NH2:15].[CH3:12][S:13][C:14](=[NH:16])[NH2:15].[Cl:22][C:23]1[CH:24]=[C:25]([CH:39]=[CH:40][C:41]=1[Cl:42])[O:26][CH:27]([C:33](=O)[C:34]([F:37])([F:36])[F:35])[C:28](OCC)=[O:29].Cl. (6) Given the product [F:8][C:3]1[CH:4]=[CH:5][C:6]([N:9]2[CH2:12][CH:11]([NH:13][C:14](=[O:39])[C:15]3[CH:20]=[CH:19][C:18]([S:21]([N:24]4[C:32]5[C:27](=[CH:28][CH:29]=[CH:30][CH:31]=5)[C:26]([C:33]5[CH:34]=[CH:35][CH:36]=[CH:37][CH:38]=5)=[CH:25]4)(=[O:22])=[O:23])=[CH:17][CH:16]=3)[CH2:10]2)=[CH:7][CH:2]=1, predict the reactants needed to synthesize it. The reactants are: Br[C:2]1[CH:7]=[CH:6][CH:5]=[CH:4][C:3]=1[F:8].[NH:9]1[CH2:12][CH:11]([NH:13][C:14](=[O:39])[C:15]2[CH:20]=[CH:19][C:18]([S:21]([N:24]3[C:32]4[C:27](=[CH:28][CH:29]=[CH:30][CH:31]=4)[C:26]([C:33]4[CH:38]=[CH:37][CH:36]=[CH:35][CH:34]=4)=[CH:25]3)(=[O:23])=[O:22])=[CH:17][CH:16]=2)[CH2:10]1.C(P(C(C)(C)C)C1C=CC=CC=1C1C=CC=CC=1)(C)(C)C.CC(C)([O-])C.[Na+].